From a dataset of Catalyst prediction with 721,799 reactions and 888 catalyst types from USPTO. Predict which catalyst facilitates the given reaction. (1) Reactant: C(OC([N:8]1[CH2:13][CH2:12][CH2:11][C@H:10]([O:14][C:15]2[CH:20]=[C:19]([F:21])[CH:18]=[CH:17][C:16]=2[C:22]([N:24]2[CH2:38][C:27]3=[C:28]4[N:33]([N:34]=[C:26]3[CH2:25]2)[C:32]([CH3:35])=[C:31]([Cl:36])[C:30]([CH3:37])=[N:29]4)=[O:23])[CH2:9]1)=O)(C)(C)C.C(O)(C(F)(F)F)=O. Product: [Cl:36][C:31]1[C:30]([CH3:37])=[N:29][C:28]2[N:33]([N:34]=[C:26]3[CH2:25][N:24]([C:22]([C:16]4[CH:17]=[CH:18][C:19]([F:21])=[CH:20][C:15]=4[O:14][C@H:10]4[CH2:11][CH2:12][CH2:13][NH:8][CH2:9]4)=[O:23])[CH2:38][C:27]3=2)[C:32]=1[CH3:35]. The catalyst class is: 2. (2) Product: [NH2:7][C@H:8]1[C:17]2[C:12](=[CH:13][C:14]([O:18][CH3:19])=[CH:15][CH:16]=2)[O:11][C@@H:10]([C:20]2[CH:29]=[CH:28][C:23]([C:24]([O:26][CH3:27])=[O:25])=[CH:22][N:21]=2)[CH2:9]1. Reactant: C([S@@]([N:7]=[C:8]1[C:17]2[C:12](=[CH:13][C:14]([O:18][CH3:19])=[CH:15][CH:16]=2)[O:11][C@@H:10]([C:20]2[CH:29]=[CH:28][C:23]([C:24]([O:26][CH3:27])=[O:25])=[CH:22][N:21]=2)[CH2:9]1)=O)(C)(C)C.[BH4-].[Na+].Cl.O1CCOCC1. The catalyst class is: 5. (3) Reactant: [CH:1]1([C:4]2[C:5]([N+:10]([O-])=O)=[N:6][CH:7]=[CH:8][CH:9]=2)[CH2:3][CH2:2]1. Product: [CH:1]1([C:4]2[C:5]([NH2:10])=[N:6][CH:7]=[CH:8][CH:9]=2)[CH2:3][CH2:2]1. The catalyst class is: 19. (4) Reactant: N(C(OCC)=O)=NC(OCC)=O.[Cl:13][C:14]1[CH:33]=[CH:32][C:17]([NH:18][C:19]2[C:28]3[C:23](=[CH:24][C:25]([OH:31])=[C:26]([O:29][CH3:30])[CH:27]=3)[N:22]=[CH:21][N:20]=2)=[C:16]([F:34])[CH:15]=1.C1(P(C2C=CC=CC=2)C2C=CC=CC=2)C=CC=CC=1.[N:54]1[CH:59]=[CH:58][C:57]([NH:60][CH2:61][CH2:62]O)=[CH:56][CH:55]=1. Product: [ClH:13].[Cl:13][C:14]1[CH:33]=[CH:32][C:17]([NH:18][C:19]2[C:28]3[C:23](=[CH:24][C:25]([O:31][CH2:62][CH2:61][NH:60][C:57]4[CH:58]=[CH:59][N:54]=[CH:55][CH:56]=4)=[C:26]([O:29][CH3:30])[CH:27]=3)[N:22]=[CH:21][N:20]=2)=[C:16]([F:34])[CH:15]=1. The catalyst class is: 124. (5) Reactant: [Br:1][C:2]1[CH:3]=[C:4]2[C:8](=[CH:9][CH:10]=1)[NH:7][N:6]=[C:5]2[CH3:11].F[B-](F)(F)F.[CH3:17][O+](C)C.[OH-].[Na+]. Product: [Br:1][C:2]1[CH:10]=[CH:9][C:8]2[C:4](=[C:5]([CH3:11])[N:6]([CH3:17])[N:7]=2)[CH:3]=1. The catalyst class is: 13.